From a dataset of Full USPTO retrosynthesis dataset with 1.9M reactions from patents (1976-2016). Predict the reactants needed to synthesize the given product. (1) Given the product [C:26]([NH:30][S:31]([C:34]1[CH:35]=[CH:36][CH:37]=[C:38]([C:2]2[N:3]=[CH:4][N:5]([C:7]3[N:12]=[C:11]([CH:13]([F:15])[F:14])[CH:10]=[C:9]([C:16]4[CH:17]=[N:18][C:19]([C:22]([F:25])([F:24])[F:23])=[CH:20][CH:21]=4)[N:8]=3)[CH:6]=2)[CH:39]=1)(=[O:33])=[O:32])([CH3:29])([CH3:27])[CH3:28], predict the reactants needed to synthesize it. The reactants are: I[C:2]1[N:3]=[CH:4][N:5]([C:7]2[N:12]=[C:11]([CH:13]([F:15])[F:14])[CH:10]=[C:9]([C:16]3[CH:17]=[N:18][C:19]([C:22]([F:25])([F:24])[F:23])=[CH:20][CH:21]=3)[N:8]=2)[CH:6]=1.[C:26]([NH:30][S:31]([C:34]1[CH:35]=[C:36](B(O)O)[CH:37]=[CH:38][CH:39]=1)(=[O:33])=[O:32])([CH3:29])([CH3:28])[CH3:27]. (2) Given the product [Br:34][C:35]([F:36])=[C:2]1[CH2:7][CH2:6][N:5]([C:8]([O:10][C:11]([CH3:14])([CH3:13])[CH3:12])=[O:9])[CH2:4][CH2:3]1, predict the reactants needed to synthesize it. The reactants are: O=[C:2]1[CH2:7][CH2:6][N:5]([C:8]([O:10][C:11]([CH3:14])([CH3:13])[CH3:12])=[O:9])[CH2:4][CH2:3]1.C1(P(C2C=CC=CC=2)C2C=CC=CC=2)C=CC=CC=1.[Br:34][C:35](Br)(Br)[F:36].C([Zn]CC)C. (3) Given the product [ClH:1].[ClH:24].[Cl:1][C:2]1[CH:3]=[C:4]2[CH:10]=[C:9]([C:11](=[N:23][NH:22][C:19]([NH2:21])=[NH:20])[C:13]3[CH:18]=[CH:17][CH:16]=[CH:15][CH:14]=3)[NH:8][C:5]2=[CH:6][N:7]=1, predict the reactants needed to synthesize it. The reactants are: [Cl:1][C:2]1[CH:3]=[C:4]2[CH:10]=[C:9]([C:11]([C:13]3[CH:18]=[CH:17][CH:16]=[CH:15][CH:14]=3)=O)[NH:8][C:5]2=[CH:6][N:7]=1.[C:19]([NH:22][NH2:23])([NH2:21])=[NH:20].[ClH:24].Cl. (4) Given the product [F:1][C:2]1[CH:7]=[C:6]([OH:8])[CH:5]=[CH:4][C:3]=1[S:10]([NH:13][C:14]1[CH:15]=[CH:16][C:17]2[CH2:21][O:20][B:19]([OH:22])[C:18]=2[CH:23]=1)(=[O:12])=[O:11], predict the reactants needed to synthesize it. The reactants are: [F:1][C:2]1[CH:7]=[C:6]([O:8]C)[CH:5]=[CH:4][C:3]=1[S:10]([NH:13][C:14]1[CH:15]=[CH:16][C:17]2[CH2:21][O:20][B:19]([OH:22])[C:18]=2[CH:23]=1)(=[O:12])=[O:11].B(Br)(Br)Br. (5) Given the product [CH2:9]([O:8][CH:1]([O:5][CH2:6][CH3:7])[CH:25]1[C:26]2([CH2:27][CH2:28][N:29]([C:32]([O:34][C:35]([CH3:36])([CH3:37])[CH3:38])=[O:33])[CH2:30][CH2:31]2)[O:39][C:40]2[C:23](=[CH:22][C:21]([F:20])=[CH:42][CH:41]=2)[C:24]1=[O:43])[CH3:10], predict the reactants needed to synthesize it. The reactants are: [CH:1]([O:8][CH2:9][CH3:10])([O:5][CH2:6][CH3:7])OCC.B(F)(F)F.CCOCC.[F:20][C:21]1[CH:22]=[C:23]2[C:40](=[CH:41][CH:42]=1)[O:39][C:26]1([CH2:31][CH2:30][N:29]([C:32]([O:34][C:35]([CH3:38])([CH3:37])[CH3:36])=[O:33])[CH2:28][CH2:27]1)[CH2:25][C:24]2=[O:43].CCN(C(C)C)C(C)C.C(=O)(O)[O-].[Na+]. (6) Given the product [F:8][C:7]1[CH:6]=[CH:5][C:4]([C:9]2([C:19]3[CH:24]=[CH:23][N:22]=[CH:21][CH:20]=3)[C:17]3[C:12](=[CH:13][CH:14]=[CH:15][CH:16]=3)[C:11]([NH2:18])=[N:10]2)=[CH:3][C:2]=1[C:30]1[CH:29]=[N:28][CH:27]=[C:26]([F:25])[CH:31]=1, predict the reactants needed to synthesize it. The reactants are: Br[C:2]1[CH:3]=[C:4]([C:9]2([C:19]3[CH:24]=[CH:23][N:22]=[CH:21][CH:20]=3)[C:17]3[C:12](=[CH:13][CH:14]=[CH:15][CH:16]=3)[C:11]([NH2:18])=[N:10]2)[CH:5]=[CH:6][C:7]=1[F:8].[F:25][C:26]1[CH:27]=[N:28][CH:29]=[C:30](B2OC(C)(C)C(C)(C)O2)[CH:31]=1.